Dataset: Catalyst prediction with 721,799 reactions and 888 catalyst types from USPTO. Task: Predict which catalyst facilitates the given reaction. (1) Reactant: [NH2:1][C:2]1[CH:3]=[CH:4][C:5]2[CH2:9][O:8][B:7]([OH:10])[C:6]=2[CH:11]=1.N1C=CC=CC=1.[C:18]([C:20]1[CH:25]=[C:24]([N+:26]([O-:28])=[O:27])[CH:23]=[CH:22][C:21]=1[S:29](Cl)(=[O:31])=[O:30])#[N:19]. Product: [C:18]([C:20]1[CH:25]=[C:24]([N+:26]([O-:28])=[O:27])[CH:23]=[CH:22][C:21]=1[S:29]([NH:1][C:2]1[CH:3]=[CH:4][C:5]2[CH2:9][O:8][B:7]([OH:10])[C:6]=2[CH:11]=1)(=[O:31])=[O:30])#[N:19]. The catalyst class is: 705. (2) Reactant: [CH2:1]([O:3][C:4]1[CH:28]=[C:27]([F:29])[C:7]([CH2:8][N:9]2[C:17]3[C:12](=[CH:13][CH:14]=[CH:15][CH:16]=3)[C:11]([C:18]3[N:23]=[C:22]([NH2:24])[C:21]([NH2:25])=[C:20]([NH2:26])[N:19]=3)=[N:10]2)=[C:6]([F:30])[CH:5]=1)[CH3:2].C(N(CC)CC)C.[CH3:38][O:39][CH2:40][C:41](Cl)=[O:42]. Product: [NH2:26][C:20]1[C:21]([NH:25][C:41](=[O:42])[CH2:40][O:39][CH3:38])=[C:22]([NH2:24])[N:23]=[C:18]([C:11]2[C:12]3[C:17](=[CH:16][CH:15]=[CH:14][CH:13]=3)[N:9]([CH2:8][C:7]3[C:6]([F:30])=[CH:5][C:4]([O:3][CH2:1][CH3:2])=[CH:28][C:27]=3[F:29])[N:10]=2)[N:19]=1. The catalyst class is: 9. (3) Reactant: Cl[C:2]1[CH:3]=[CH:4][C:5]([C:14]([N:16]2[CH2:21][CH2:20][N:19]([C:22]3[C:27]([CH3:28])=[CH:26][C:25]([CH3:29])=[CH:24][N:23]=3)[CH2:18][CH2:17]2)=[O:15])=[C:6]([N:8]2[CH2:12][CH2:11][O:10][C:9]2=[O:13])[CH:7]=1.[CH3:30][C@@H:31]1[CH2:35][O:34][C:33](=[O:36])[NH:32]1.C(=O)([O-])[O-].[Cs+].[Cs+].C(P(C(C)(C)C)C1C(C)=C(C)C(C)=C(C)C=1C1C(C(C)C)=CC(C(C)C)=CC=1C(C)C)(C)(C)C. Product: [CH3:28][C:27]1[C:22]([N:19]2[CH2:20][CH2:21][N:16]([C:14]([C:5]3[CH:4]=[CH:3][C:2]([N:32]4[C@H:31]([CH3:30])[CH2:35][O:34][C:33]4=[O:36])=[CH:7][C:6]=3[N:8]3[CH2:12][CH2:11][O:10][C:9]3=[O:13])=[O:15])[CH2:17][CH2:18]2)=[N:23][CH:24]=[C:25]([CH3:29])[CH:26]=1. The catalyst class is: 720. (4) Reactant: [C:1]([O:5][CH2:6][C:7]([CH2:16][O:17][CH3:18])([C:10]([CH3:15])([CH3:14])[CH:11]([CH3:13])[CH3:12])[CH2:8][OH:9])([CH3:4])([CH3:3])[CH3:2].[H-].[Na+].[C:21](OCC(O)C(COC)C(C)(C)C(C)C)(C)(C)C.CI. Product: [C:1]([O:5][CH2:6][C:7]([CH2:8][O:9][CH3:21])([CH2:16][O:17][CH3:18])[C:10]([CH3:15])([CH3:14])[CH:11]([CH3:12])[CH3:13])([CH3:2])([CH3:3])[CH3:4]. The catalyst class is: 1. (5) Product: [C:1]1([C:5]([O:7][CH2:51][CH2:50][CH2:49][CH2:48][CH2:47][CH2:46][CH2:45][CH2:44][CH2:43][CH2:42][CH2:41][O:40][C:35]2[C:36]3[C:31](=[C:30]([O:29][CH2:23][CH2:24][CH2:25][CH2:26][CH2:27][CH3:28])[CH:39]=[CH:38][CH:37]=3)[CH:32]=[CH:33][CH:34]=2)=[O:6])[CH2:4][CH2:3][CH:2]=1. The catalyst class is: 2. Reactant: [C:1]1([C:5]([OH:7])=[O:6])[CH2:4][CH2:3][CH:2]=1.C1(N=C=NC2CCCCC2)CCCCC1.[CH2:23]([O:29][C:30]1[CH:39]=[CH:38][CH:37]=[C:36]2[C:31]=1[CH:32]=[CH:33][CH:34]=[C:35]2[O:40][CH2:41][CH2:42][CH2:43][CH2:44][CH2:45][CH2:46][CH2:47][CH2:48][CH2:49][CH2:50][CH2:51]O)[CH2:24][CH2:25][CH2:26][CH2:27][CH3:28].CN(C1C=CC=CN=1)C. (6) Reactant: Cl[C:2]1[N:7]=[C:6]([Cl:8])[N:5]=[CH:4][N:3]=1.[CH3:9][O:10][C:11]1[CH:12]=[C:13]([CH:15]=[CH:16][C:17]=1[N:18]1[CH2:23][CH2:22][N:21]([CH:24]2[CH2:27][O:26][CH2:25]2)[CH2:20][CH2:19]1)[NH2:14]. Product: [Cl:8][C:6]1[N:5]=[CH:4][N:3]=[C:2]([NH:14][C:13]2[CH:15]=[CH:16][C:17]([N:18]3[CH2:19][CH2:20][N:21]([CH:24]4[CH2:25][O:26][CH2:27]4)[CH2:22][CH2:23]3)=[C:11]([O:10][CH3:9])[CH:12]=2)[N:7]=1. The catalyst class is: 3. (7) Reactant: [NH2:1][CH2:2][CH2:3][NH:4][C:5](=[O:13])[C:6]1[CH:11]=[CH:10][CH:9]=[CH:8][C:7]=1[OH:12].[CH3:14][O:15][CH:16]([O:19][CH3:20])[CH:17]=O.C(O[BH-](OC(=O)C)OC(=O)C)(=O)C.[Na+]. Product: [CH3:14][O:15][CH:16]([O:19][CH3:20])[CH2:17][NH:1][CH2:2][CH2:3][NH:4][C:5](=[O:13])[C:6]1[CH:11]=[CH:10][CH:9]=[CH:8][C:7]=1[OH:12]. The catalyst class is: 91.